Dataset: Experimentally validated miRNA-target interactions with 360,000+ pairs, plus equal number of negative samples. Task: Binary Classification. Given a miRNA mature sequence and a target amino acid sequence, predict their likelihood of interaction. (1) The miRNA is hsa-miR-4755-3p with sequence AGCCAGGCUCUGAAGGGAAAGU. The protein sequence of the target gene is MGRLLALVVGAALVSSACGGCVEVDSETEAVYGMTFKILCISCKRRSETNAETFTEWTFRQKGTEEFVKILRYENEVLQLEEDERFEGRVVWNGSRGTKDLQDLSIFITNVTYNHSGDYECHVYRLLFFENYEHNTSVVKKIHIEVVDKANRDMASIVSEIMMYVLIVVLTIWLVAEMIYCYKKIAAATETAAQENASEYLAITSESKENCTGVQVAE. Result: 1 (interaction). (2) The protein sequence of the target gene is MRRCPCRGSLNEAEAGALPAAARMGLEAPRGGRRRQPGQQRPGPGAGAPAGRPEGGGPWARTEGSSLHSEPERAGLGPAPGTESPQAEFWTDGQTEPAAAGLGVETERPKQKTEPDRSSLRTHLEWSWSELETTCLWTETGTDGLWTDPHRSDLQFQPEEASPWTQPGVHGPWTELETHGSQTQPERVKSWADNLWTHQNSSSLQTHPEGACPSKEPSADGSWKELYTDGSRTQQDIEGPWTEPYTDGSQKKQDTEAARKQPGTGGFQIQQDTDGSWTQPSTDGSQTAPGTDCLLGEPED.... Result: 0 (no interaction). The miRNA is cel-miR-1823-3p with sequence UACUGGAAGUGUUUAGGAGUAA.